From a dataset of Full USPTO retrosynthesis dataset with 1.9M reactions from patents (1976-2016). Predict the reactants needed to synthesize the given product. (1) The reactants are: [CH3:1][N:2]1[CH2:8][CH2:7][CH:6]([OH:9])[C:5]2[CH:10]=[CH:11][O:12][C:4]=2[CH2:3]1.[Cl:13][C:14]1[CH:19]=[CH:18][CH:17]=[C:16]([F:20])[C:15]=1O. Given the product [ClH:13].[Cl:13][C:14]1[CH:19]=[CH:18][CH:17]=[C:16]([F:20])[C:15]=1[O:9][CH:6]1[CH2:7][CH2:8][N:2]([CH3:1])[CH2:3][C:4]2[O:12][CH:11]=[CH:10][C:5]1=2, predict the reactants needed to synthesize it. (2) Given the product [OH:47][CH2:44][C:45]([N:11]1[C:7]([CH:4]2[CH2:5][CH2:6][NH:1][CH2:2][CH2:3]2)=[C:8]([C:19]2[CH:24]=[CH:23][N:22]=[CH:21][N:20]=2)[C:9]([C:12]2[CH:13]=[CH:14][C:15]([Cl:18])=[CH:16][CH:17]=2)=[N:10]1)=[O:46], predict the reactants needed to synthesize it. The reactants are: [NH:1]1[CH2:6][CH2:5][CH:4]([C:7]2[NH:11][N:10]=[C:9]([C:12]3[CH:17]=[CH:16][C:15]([Cl:18])=[CH:14][CH:13]=3)[C:8]=2[C:19]2[CH:24]=[CH:23][N:22]=[CH:21][N:20]=2)[CH2:3][CH2:2]1.CCN(C(C)C)C(C)C.ON1C2C=CC=CC=2N=N1.[C:44](O)(=[O:47])[CH2:45][OH:46].Cl.CN(C)CCCN=C=NCC.Cl. (3) Given the product [CH2:29]([N:20]([CH2:18][CH3:19])[CH2:21][CH2:22][N:23]1[CH2:24][CH2:25][N:26]([C:2]2[CH:3]=[CH:4][C:5]([N+:9]([O-:11])=[O:10])=[C:6]([CH:8]=2)[NH2:7])[CH2:27][CH2:28]1)[CH3:30], predict the reactants needed to synthesize it. The reactants are: Cl[C:2]1[CH:3]=[CH:4][C:5]([N+:9]([O-:11])=[O:10])=[C:6]([CH:8]=1)[NH2:7].C(=O)([O-])[O-].[K+].[K+].[CH2:18]([N:20]([CH2:29][CH3:30])[CH2:21][CH2:22][N:23]1[CH2:28][CH2:27][NH:26][CH2:25][CH2:24]1)[CH3:19]. (4) Given the product [Cl:31][C:25]1[CH:24]=[C:23]([C:20]2[CH:21]=[CH:22][N:18]([CH2:17][C@@H:16]([NH:15][C:12]([C:9]3[NH:10][N:11]=[C:7]([C:3]4[CH:2]=[N:1][CH:6]=[CH:5][CH:4]=4)[CH:8]=3)=[O:14])[CH3:32])[N:19]=2)[CH:30]=[CH:29][C:26]=1[C:27]#[N:28], predict the reactants needed to synthesize it. The reactants are: [N:1]1[CH:6]=[CH:5][CH:4]=[C:3]([C:7]2[CH2:8][C:9]([C:12]([OH:14])=O)=[N:10][N:11]=2)[CH:2]=1.[NH2:15][C@@H:16]([CH3:32])[CH2:17][N:18]1[CH:22]=[CH:21][C:20]([C:23]2[CH:30]=[CH:29][C:26]([C:27]#[N:28])=[C:25]([Cl:31])[CH:24]=2)=[N:19]1. (5) Given the product [CH2:1]([CH:7]([CH2:10][CH2:11][CH2:12][CH2:13][CH2:14][CH2:15][CH2:16][CH3:17])[CH2:8][I:18])[CH2:2][CH2:3][CH2:4][CH2:5][CH3:6], predict the reactants needed to synthesize it. The reactants are: [CH2:1]([CH:7]([CH2:10][CH2:11][CH2:12][CH2:13][CH2:14][CH2:15][CH2:16][CH3:17])[CH2:8]Cl)[CH2:2][CH2:3][CH2:4][CH2:5][CH3:6].[I-:18].[Na+]. (6) Given the product [C:9]([C:7]1[CH:6]=[CH:5][N:4]=[C:3]([C:1]2[NH:50][C@@H:44]([CH2:45][OH:46])[C:43]([C:40]3[CH:41]=[CH:42][C:37]([F:36])=[CH:38][CH:39]=3)([C:52]3[CH:53]=[CH:54][C:55]([F:58])=[CH:56][CH:57]=3)[N:2]=2)[CH:8]=1)#[N:10], predict the reactants needed to synthesize it. The reactants are: [C:1]([C:3]1[CH:8]=[C:7]([C:9]#[N:10])[CH:6]=[CH:5][N:4]=1)#[N:2].FC(F)(F)S([O-])(=O)=O.[Yb+3].FC(F)(F)S([O-])(=O)=O.FC(F)(F)S([O-])(=O)=O.[F:36][C:37]1[CH:42]=[CH:41][C:40]([C:43]([C:52]2[CH:57]=[CH:56][C:55]([F:58])=[CH:54][CH:53]=2)(N)[C@@H:44]([NH2:50])[CH2:45][O:46]COC)=[CH:39][CH:38]=1.